This data is from Reaction yield outcomes from USPTO patents with 853,638 reactions. The task is: Predict the reaction yield, written as a fraction of the theoretical maximum amount of product (1.0 means a 100% yield; for example, 0.34 means a 34% yield). (1) The reactants are Br[C:2]1[CH:7]=[C:6]([CH2:8][NH:9][C:10]2[CH:28]=[CH:27][CH:26]=[CH:25][C:11]=2[C:12]([NH:14][C:15]2[CH:16]=[CH:17][C:18]3[C:22]([CH:23]=2)=[N:21][N:20]([CH3:24])[CH:19]=3)=[O:13])[CH:5]=[CH:4][N:3]=1.CN(C=O)C.C(=O)([O-])[O-].[Cs+].[Cs+].[O:40]1[C:44]2([CH2:49][CH2:48][N:47]([C:50]([NH2:52])=[O:51])[CH2:46][CH2:45]2)[O:43][CH2:42][CH2:41]1. The catalyst is O1CCOCC1.C1C=CC(/C=C/C(/C=C/C2C=CC=CC=2)=O)=CC=1.C1C=CC(/C=C/C(/C=C/C2C=CC=CC=2)=O)=CC=1.C1C=CC(/C=C/C(/C=C/C2C=CC=CC=2)=O)=CC=1.[Pd].[Pd].CC1(C)C2C(=C(P(C3C=CC=CC=3)C3C=CC=CC=3)C=CC=2)OC2C(P(C3C=CC=CC=3)C3C=CC=CC=3)=CC=CC1=2. The product is [CH3:24][N:20]1[CH:19]=[C:18]2[C:22]([CH:23]=[C:15]([NH:14][C:12]([C:11]3[CH:25]=[CH:26][CH:27]=[CH:28][C:10]=3[NH:9][CH2:8][C:6]3[CH:5]=[CH:4][N:3]=[C:2]([NH:52][C:50]([N:47]4[CH2:46][CH2:45][C:44]5([O:40][CH2:41][CH2:42][O:43]5)[CH2:49][CH2:48]4)=[O:51])[CH:7]=3)=[O:13])[CH:16]=[CH:17]2)=[N:21]1. The yield is 0.660. (2) The reactants are [F:1][C:2]1[CH:3]=[C:4]([S:9]([CH:12]([C:23]2[C:28]([F:29])=[CH:27][CH:26]=[C:25]([F:30])[C:24]=2[F:31])[C:13]2[C:14]([CH3:22])=[CH:15][C:16]([C:19]([NH2:21])=[O:20])=[N:17][CH:18]=2)(=[O:11])=[O:10])[CH:5]=[CH:6][C:7]=1[F:8].C=O.[OH-].[Na+].[C:36](OCC)(=[O:38])C. The catalyst is COCCOC. The product is [F:1][C:2]1[CH:3]=[C:4]([S:9]([CH:12]([C:23]2[C:28]([F:29])=[CH:27][CH:26]=[C:25]([F:30])[C:24]=2[F:31])[C:13]2[C:14]([CH3:22])=[CH:15][C:16]([C:19]([NH:21][CH2:36][OH:38])=[O:20])=[N:17][CH:18]=2)(=[O:11])=[O:10])[CH:5]=[CH:6][C:7]=1[F:8]. The yield is 0.590. (3) The reactants are [Cl:1][C:2]1[CH:7]=[C:6]([Cl:8])[CH:5]=[CH:4][C:3]=1[C:9]1[N:10]=[C:11](/[CH:16]=[CH:17]/[C:18]2[CH:23]=[CH:22][C:21]([C:24]3[CH:29]=[CH:28][C:27]([OH:30])=[CH:26][CH:25]=3)=[CH:20][CH:19]=2)[N:12]([CH2:14][CH3:15])[CH:13]=1.Br[C:32]1[CH:33]=[C:34]2[C:39](=[CH:40][CH:41]=1)[CH:38]=[C:37]([C:42]([O:44]C)=[O:43])[CH:36]=[CH:35]2. No catalyst specified. The product is [Cl:1][C:2]1[CH:7]=[C:6]([Cl:8])[CH:5]=[CH:4][C:3]=1[C:9]1[N:10]=[C:11](/[CH:16]=[CH:17]/[C:18]2[CH:23]=[CH:22][C:21]([C:24]3[CH:25]=[CH:26][C:27]([O:30][C:32]4[CH:33]=[C:34]5[C:39](=[CH:40][CH:41]=4)[CH:38]=[C:37]([C:42]([OH:44])=[O:43])[CH:36]=[CH:35]5)=[CH:28][CH:29]=3)=[CH:20][CH:19]=2)[N:12]([CH2:14][CH3:15])[CH:13]=1. The yield is 0.350. (4) The reactants are [CH3:1][C:2]([N:7]1[CH:11]=[C:10]([C:12]2[CH:17]=[CH:16][N:15]=[C:14]3[NH:18][CH:19]=[CH:20][C:13]=23)[CH:9]=[N:8]1)([CH3:6])[C:3](O)=[O:4].C1N=C[N:23](C(N2C=NC=C2)=O)C=1.[NH4+].[Cl-]. The catalyst is CN(C=O)C. The product is [CH3:1][C:2]([N:7]1[CH:11]=[C:10]([C:12]2[CH:17]=[CH:16][N:15]=[C:14]3[NH:18][CH:19]=[CH:20][C:13]=23)[CH:9]=[N:8]1)([CH3:6])[C:3]([NH2:23])=[O:4]. The yield is 0.260. (5) The reactants are [CH3:1][O:2][CH2:3][CH2:4][S:5][C:6]1[CH:7]=[C:8]([O:28][C:29]2[C:30]([CH3:35])=[N:31][CH:32]=[CH:33][CH:34]=2)[C:9]([NH:12][C:13]2[S:17][N:16]=[C:15]([C@H:18]3[CH2:22][O:21]C4(CCCCC4)[O:19]3)[N:14]=2)=[N:10][CH:11]=1.[ClH:36]. The catalyst is CCO. The product is [ClH:36].[CH3:1][O:2][CH2:3][CH2:4][S:5][C:6]1[CH:7]=[C:8]([O:28][C:29]2[C:30]([CH3:35])=[N:31][CH:32]=[CH:33][CH:34]=2)[C:9]([NH:12][C:13]2[S:17][N:16]=[C:15]([C@H:18]([OH:19])[CH2:22][OH:21])[N:14]=2)=[N:10][CH:11]=1. The yield is 0.650. (6) The reactants are [CH3:1][C:2]1([CH3:20])[C:6]([CH3:8])([CH3:7])[O:5][B:4]([C:9]2[CH:14]=[CH:13][C:12]([CH:15]([CH2:18][CH3:19])[C:16]#[N:17])=[CH:11][CH:10]=2)[O:3]1.B.C1COCC1. No catalyst specified. The product is [CH3:7][C:6]1([CH3:8])[C:2]([CH3:1])([CH3:20])[O:3][B:4]([C:9]2[CH:14]=[CH:13][C:12]([CH:15]([CH2:18][CH3:19])[CH2:16][NH2:17])=[CH:11][CH:10]=2)[O:5]1. The yield is 0.930. (7) The reactants are [CH2:1]([N:3]([CH2:16][CH3:17])[CH2:4][CH2:5][CH2:6][O:7][C:8]1[CH:13]=[CH:12][C:11]([NH2:14])=[CH:10][C:9]=1[F:15])[CH3:2].[F:18][C:19]1[CH:27]=[C:26]2[C:22]([C:23](=[CH:29]O)[C:24](=[O:28])[NH:25]2)=[CH:21][CH:20]=1. No catalyst specified. The product is [CH2:16]([N:3]([CH2:1][CH3:2])[CH2:4][CH2:5][CH2:6][O:7][C:8]1[CH:13]=[CH:12][C:11]([NH:14][CH:29]=[C:23]2[C:22]3[C:26](=[CH:27][C:19]([F:18])=[CH:20][CH:21]=3)[NH:25][C:24]2=[O:28])=[CH:10][C:9]=1[F:15])[CH3:17]. The yield is 0.320. (8) The reactants are [Cl:1][C:2]1[CH:7]=[CH:6][C:5]([C:8]2[C:12]3[CH:13]=[CH:14][C:15]([C:17]#[C:18][CH2:19][N:20]([CH3:22])[CH3:21])=[CH:16][C:11]=3[S:10][N:9]=2)=[CH:4][CH:3]=1. The catalyst is CCO.O=[Pt]=O. The product is [Cl:1][C:2]1[CH:3]=[CH:4][C:5]([C:8]2[C:12]3[CH:13]=[CH:14][C:15]([CH2:17][CH2:18][CH2:19][N:20]([CH3:22])[CH3:21])=[CH:16][C:11]=3[S:10][N:9]=2)=[CH:6][CH:7]=1. The yield is 0.530. (9) The reactants are [CH2:1]([S:8]([NH:11][C:12]([CH:14]1[CH2:19][CH2:18][N:17]([C:20]2[C:30]([O:31][CH2:32][CH2:33][CH2:34][C:35]([O:37]C)=[O:36])=[CH:29][C:23]([C:24]([O:26][CH2:27][CH3:28])=[O:25])=[C:22]([CH3:39])[N:21]=2)[CH2:16][CH2:15]1)=[O:13])(=[O:10])=[O:9])[C:2]1[CH:7]=[CH:6][CH:5]=[CH:4][CH:3]=1.[OH-].[Na+]. The catalyst is C1COCC1. The product is [CH2:1]([S:8]([NH:11][C:12]([CH:14]1[CH2:19][CH2:18][N:17]([C:20]2[C:30]([O:31][CH2:32][CH2:33][CH2:34][C:35]([OH:37])=[O:36])=[CH:29][C:23]([C:24]([O:26][CH2:27][CH3:28])=[O:25])=[C:22]([CH3:39])[N:21]=2)[CH2:16][CH2:15]1)=[O:13])(=[O:9])=[O:10])[C:2]1[CH:3]=[CH:4][CH:5]=[CH:6][CH:7]=1. The yield is 0.670. (10) The reactants are I([O-])(=O)(=O)=[O:2].[Na+].[Cl:7][C:8]1[CH:13]=[CH:12][CH:11]=[C:10]([CH2:14][CH:15]=C)[C:9]=1[OH:17].[BH4-].[Na+]. The catalyst is C1COCC1.O.[Cl-].[Na+].O.[Os](=O)(=O)(=O)=O. The product is [Cl:7][C:8]1[CH:13]=[CH:12][CH:11]=[C:10]([CH2:14][CH2:15][OH:2])[C:9]=1[OH:17]. The yield is 0.360.